Dataset: Catalyst prediction with 721,799 reactions and 888 catalyst types from USPTO. Task: Predict which catalyst facilitates the given reaction. (1) Reactant: [C:1]([O:5][C:6]([N:8]1[CH2:13][CH2:12][N:11]([C:14]2[CH:19]=[N:18][C:17]([C:20]3[N:21]=[N:22][NH:23][N:24]=3)=[CH:16][N:15]=2)[CH2:10][CH2:9]1)=[O:7])([CH3:4])([CH3:3])[CH3:2].Br[CH2:26][C:27]([O:29][CH2:30][CH3:31])=[O:28].C(N(CC)CC)C.OP([O-])(O)=O.[K+]. Product: [C:1]([O:5][C:6]([N:8]1[CH2:9][CH2:10][N:11]([C:14]2[CH:19]=[N:18][C:17]([C:20]3[N:21]=[N:22][N:23]([CH2:26][C:27]([O:29][CH2:30][CH3:31])=[O:28])[N:24]=3)=[CH:16][N:15]=2)[CH2:12][CH2:13]1)=[O:7])([CH3:4])([CH3:2])[CH3:3]. The catalyst class is: 1. (2) Reactant: [C:1]([O:9][CH2:10][CH3:11])(=[O:8])[CH2:2][C:3]([O:5][CH2:6][CH3:7])=[O:4].[CH:12]([N-]C(C)C)(C)[CH3:13].[Li+].[CH2:20]([O:22][C:23](=[O:32])[CH2:24][CH2:25][CH2:26][CH2:27][CH2:28][CH2:29][CH2:30]Br)[CH3:21].Cl. Product: [CH2:10]([O:9][C:1](=[O:8])[C:2]([C:3]([O:5][CH2:6][CH3:7])=[O:4])([CH2:12][CH3:13])[CH2:30][CH2:29][CH2:28][CH2:27][CH2:26][CH2:25][CH2:24][C:23]([O:22][CH2:20][CH3:21])=[O:32])[CH3:11]. The catalyst class is: 30. (3) Reactant: [Cl:1][C:2]1[CH:3]=[C:4]([NH:9][C:10]2[C:11]3[C:18]4[CH2:19][CH2:20][C:21](=O)[C:22](=[CH:23][N:24](C)C)[C:17]=4[S:16][C:12]=3[N:13]=[CH:14][N:15]=2)[CH:5]=[CH:6][C:7]=1[F:8].[NH2:28]N. Product: [Cl:1][C:2]1[CH:3]=[C:4]([NH:9][C:10]2[N:15]=[CH:14][N:13]=[C:12]3[S:16][C:17]4[C:22]5[C:21]([CH2:20][CH2:19][C:18]=4[C:11]=23)=[N:28][NH:24][CH:23]=5)[CH:5]=[CH:6][C:7]=1[F:8]. The catalyst class is: 8. (4) The catalyst class is: 10. Product: [CH3:1][NH:2][C:3]([C:5]1[C:6]2[CH2:7][CH2:8][C@@H:9]([C:20]3[CH:21]=[CH:22][CH:23]=[CH:24][CH:25]=3)[NH:10][C:11]=2[C:12]2[N:17]=[C:16]([CH3:18])[N:15]([CH3:19])[C:13]=2[CH:14]=1)=[O:4].[CH3:1][NH:2][C:3]([C:5]1[C:6]2[CH2:7][CH2:8][C@H:9]([C:20]3[CH:21]=[CH:22][CH:23]=[CH:24][CH:25]=3)[NH:10][C:11]=2[C:12]2[N:17]=[C:16]([CH3:18])[N:15]([CH3:19])[C:13]=2[CH:14]=1)=[O:4]. Reactant: [CH3:1][NH:2][C:3]([C:5]1[C:6]2[CH2:7][CH2:8][CH:9]([C:20]3[CH:25]=[CH:24][CH:23]=[CH:22][CH:21]=3)[NH:10][C:11]=2[C:12]2[N:17]=[C:16]([CH3:18])[N:15]([CH3:19])[C:13]=2[CH:14]=1)=[O:4]. (5) Reactant: CN1CCOCC1.[F:8][C:9]([F:29])([F:28])[C:10]1[N:18]2[C:13]([C:14]3([CH2:27][CH2:26][NH:25][CH2:24][CH2:23]3)[O:15][C:16]3[CH:22]=[CH:21][CH:20]=[CH:19][C:17]=32)=[CH:12][CH:11]=1.[C:30]([S:34]([C:36]1[CH:44]=[CH:43][C:39]([C:40](O)=[O:41])=[CH:38][CH:37]=1)=[O:35])([CH3:33])([CH3:32])[CH3:31].CCN=C=NCCCN(C)C.ON1C2C=CC=CC=2N=N1. Product: [C:30]([S:34]([C:36]1[CH:37]=[CH:38][C:39]([C:40]([N:25]2[CH2:24][CH2:23][C:14]3([C:13]4=[CH:12][CH:11]=[C:10]([C:9]([F:8])([F:28])[F:29])[N:18]4[C:17]4[CH:19]=[CH:20][CH:21]=[CH:22][C:16]=4[O:15]3)[CH2:27][CH2:26]2)=[O:41])=[CH:43][CH:44]=1)=[O:35])([CH3:33])([CH3:31])[CH3:32]. The catalyst class is: 3. (6) Reactant: [CH2:1]([O:3][C:4]([C:6]1[C:14]2[C:9](=[CH:10][CH:11]=[CH:12][CH:13]=2)[N:8]([C:15]2[CH:16]=[N:17][CH:18]=[C:19]([C@@H:21]3[CH2:25][CH2:24][CH2:23][NH:22]3)[CH:20]=2)[CH:7]=1)=[O:5])[CH3:2].[C:26]([O:30][C:31]([N:33]([CH3:46])[C@@H:34]([CH3:45])[C:35]([NH:37][C@@H:38]([CH:42]([CH3:44])[CH3:43])[C:39](O)=[O:40])=[O:36])=[O:32])([CH3:29])([CH3:28])[CH3:27].[Cl-].COC1N=C(OC)N=C([N+]2(C)CCOCC2)N=1. Product: [CH2:1]([O:3][C:4]([C:6]1[C:14]2[C:9](=[CH:10][CH:11]=[CH:12][CH:13]=2)[N:8]([C:15]2[CH:16]=[N:17][CH:18]=[C:19]([C@@H:21]3[CH2:25][CH2:24][CH2:23][N:22]3[C:39](=[O:40])[C@@H:38]([NH:37][C:35](=[O:36])[C@@H:34]([N:33]([C:31]([O:30][C:26]([CH3:27])([CH3:29])[CH3:28])=[O:32])[CH3:46])[CH3:45])[CH:42]([CH3:44])[CH3:43])[CH:20]=2)[CH:7]=1)=[O:5])[CH3:2]. The catalyst class is: 1. (7) Reactant: O=C1NCCNC1=O.[NH2:9][C@H:10]([C:15]([OH:17])=[O:16])[CH2:11][CH2:12][S:13][CH3:14].Cl. Product: [NH2:9][C@H:10]([C:15]([OH:17])=[O:16])[CH2:11][CH2:12][S:13][CH3:14]. The catalyst class is: 16.